Predict the product of the given reaction. From a dataset of Forward reaction prediction with 1.9M reactions from USPTO patents (1976-2016). (1) The product is: [CH2:1]1[NH:6][C:5]2[NH:7][C:8]([NH2:12])=[N:9][C:10](=[O:11])[C:4]=2[N:3]([CH:13]=[O:14])[C@H:2]1[CH2:15][NH:16][C:17]1[CH:18]=[CH:19][C:20]([C:23]([NH:25][C@H:26]([C:32]([OH:34])=[O:33])[CH2:27][CH2:28][C:29]([OH:31])=[O:30])=[O:24])=[CH:21][CH:22]=1. Given the reactants [CH2:1]1[NH:6][C:5]2[NH:7][C:8]([NH2:12])=[N:9][C:10](=[O:11])[C:4]=2[N:3]([CH:13]=[O:14])[C@H:2]1[CH2:15][NH:16][C:17]1[CH:22]=[CH:21][C:20]([C:23]([NH:25][C@H:26]([C:32]([O-:34])=[O:33])[CH2:27][CH2:28][C:29]([O-:31])=[O:30])=[O:24])=[CH:19][CH:18]=1.O.O.O.O.O.[Ca+2].C(=O)([O-])[O-].[Na+].[Na+].C(=O)([O-])[O-].[Ca+2].Cl, predict the reaction product. (2) Given the reactants [C:1]([NH:8][C@H:9]([C:30](O)=[O:31])[CH2:10][C:11]1[CH:16]=[CH:15][C:14]([Sn:17]([CH2:26][CH2:27][CH2:28][CH3:29])([CH2:22][CH2:23][CH2:24][CH3:25])[CH2:18][CH2:19][CH2:20][CH3:21])=[CH:13][CH:12]=1)([O:3][C:4]([CH3:7])([CH3:6])[CH3:5])=[O:2].Cl.[CH3:34][O:35][C:36](=[O:46])[C@H:37]([CH2:39][C:40]1[CH:45]=[CH:44][CH:43]=[CH:42][CH:41]=1)[NH2:38].CCN=C=NCCCN(C)C.C1C=CC2N(O)N=NC=2C=1, predict the reaction product. The product is: [CH3:34][O:35][C:36](=[O:46])[C@H:37]([CH2:39][C:40]1[CH:45]=[CH:44][CH:43]=[CH:42][CH:41]=1)[NH:38][C:30](=[O:31])[C@H:9]([CH2:10][C:11]1[CH:12]=[CH:13][C:14]([Sn:17]([CH2:18][CH2:19][CH2:20][CH3:21])([CH2:22][CH2:23][CH2:24][CH3:25])[CH2:26][CH2:27][CH2:28][CH3:29])=[CH:15][CH:16]=1)[NH:8][C:1]([O:3][C:4]([CH3:7])([CH3:5])[CH3:6])=[O:2]. (3) Given the reactants [C:1]([NH:4][C:5]1[CH:14]=[CH:13][C:12]2[C:7](=[CH:8][CH:9]=[CH:10][CH:11]=2)[CH:6]=1)(=[O:3])[CH3:2].[F:15][B-](F)(F)F.F[B-](F)(F)F.ClC[N+]12CC[N+](F)(CC1)CC2, predict the reaction product. The product is: [F:15][C:6]1[C:7]2[C:12](=[CH:11][CH:10]=[CH:9][CH:8]=2)[CH:13]=[CH:14][C:5]=1[NH:4][C:1](=[O:3])[CH3:2]. (4) Given the reactants [CH3:1][C:2]1[C:6]([C:7]2[CH:12]=[CH:11][CH:10]=[C:9]([O:13][CH2:14][CH2:15][O:16][CH3:17])[C:8]=2[O:18][CH3:19])=[C:5]([NH2:20])[NH:4][N:3]=1.[Cl:21][C:22]1[CH:23]=[C:24]([CH:27]=[CH:28][C:29]=1[OH:30])[CH:25]=O.FC(F)(F)C(O)=O, predict the reaction product. The product is: [ClH:21].[Cl:21][C:22]1[CH:23]=[C:24]([C:25]2[C:12]3[CH:11]=[CH:10][C:9]([O:13][CH2:14][CH2:15][O:16][CH3:17])=[C:8]([O:18][CH3:19])[C:7]=3[C:6]3[C:2]([CH3:1])=[N:3][NH:4][C:5]=3[N:20]=2)[CH:27]=[CH:28][C:29]=1[OH:30].